The task is: Binary Classification. Given a T-cell receptor sequence (or CDR3 region) and an epitope sequence, predict whether binding occurs between them.. This data is from TCR-epitope binding with 47,182 pairs between 192 epitopes and 23,139 TCRs. (1) The epitope is GTSGSPIVNR. The TCR CDR3 sequence is CASSLGTGGYEQYF. Result: 1 (the TCR binds to the epitope). (2) The epitope is GLCTLVAML. The TCR CDR3 sequence is CASSLRASPRTEAFF. Result: 1 (the TCR binds to the epitope). (3) The epitope is EIYKRWII. The TCR CDR3 sequence is CASSLDRETQYF. Result: 1 (the TCR binds to the epitope). (4) The epitope is NLNESLIDL. Result: 0 (the TCR does not bind to the epitope). The TCR CDR3 sequence is CASSSTGAGYTEAFF.